Dataset: Full USPTO retrosynthesis dataset with 1.9M reactions from patents (1976-2016). Task: Predict the reactants needed to synthesize the given product. (1) Given the product [CH2:30]([O:29][C:27]([C:26]1[C:25]([C:16]2[C:15]([C:10]3[CH:11]=[CH:12][CH:13]=[CH:14][C:9]=3[O:8][CH2:1][C:2]3[CH:7]=[CH:6][CH:5]=[CH:4][CH:3]=3)=[CH:20][CH:19]=[CH:18][CH:17]=2)=[CH:35][CH:34]=[C:33]([Cl:36])[CH:32]=1)=[O:28])[CH3:31], predict the reactants needed to synthesize it. The reactants are: [CH2:1]([O:8][C:9]1[CH:14]=[CH:13][CH:12]=[CH:11][C:10]=1[C:15]1[C:16](B(O)O)=[CH:17][CH:18]=[CH:19][CH:20]=1)[C:2]1[CH:7]=[CH:6][CH:5]=[CH:4][CH:3]=1.Br[C:25]1[CH:35]=[CH:34][C:33]([Cl:36])=[CH:32][C:26]=1[C:27]([O:29][CH2:30][CH3:31])=[O:28].C(=O)([O-])[O-].[K+].[K+].C1(C)C=CC=CC=1.C(O)C. (2) Given the product [C:17]([C:14]1[C:13]2[CH2:12][CH2:11][CH2:10][CH2:9][C:8]=2[C:7]([C:22]([O:25][CH3:30])=[O:23])=[CH:16][CH:15]=1)(=[O:19])[CH3:18], predict the reactants needed to synthesize it. The reactants are: FC(F)(F)S(O[C:7]1[CH:16]=[CH:15][C:14]([C:17](=[O:19])[CH3:18])=[C:13]2[C:8]=1[CH2:9][CH2:10][CH2:11][CH2:12]2)(=O)=O.[C:22]([O-:25])([O-])=[O:23].[Na+].[Na+].[C]=O.[CH3:30]O. (3) Given the product [NH2:8][C:12]1([C:24]2[CH:25]=[C:26]([C:30]3[CH:35]=[CH:34][CH:33]=[C:32]([O:36][CH3:37])[CH:31]=3)[CH:27]=[CH:28][CH:29]=2)[CH2:13][CH:14]([O:16][Si:17]([C:20]([CH3:21])([CH3:23])[CH3:22])([CH3:18])[CH3:19])[CH2:15][CH:11]1[CH2:10][OH:9], predict the reactants needed to synthesize it. The reactants are: C([N:8]1[C:12]2([C:24]3[CH:25]=[C:26]([C:30]4[CH:35]=[CH:34][CH:33]=[C:32]([O:36][CH3:37])[CH:31]=4)[CH:27]=[CH:28][CH:29]=3)[CH2:13][CH:14]([O:16][Si:17]([C:20]([CH3:23])([CH3:22])[CH3:21])([CH3:19])[CH3:18])[CH2:15][CH:11]2[CH2:10][O:9]1)C1C=CC=CC=1. (4) Given the product [CH2:1]([S:8][C:9]1[N:14]=[CH:13][C:12]([NH:15][C:24](=[O:26])[CH3:25])=[CH:11][C:10]=1[CH3:16])[C:2]1[CH:3]=[CH:4][CH:5]=[CH:6][CH:7]=1, predict the reactants needed to synthesize it. The reactants are: [CH2:1]([S:8][C:9]1[N:14]=[CH:13][C:12]([NH2:15])=[CH:11][C:10]=1[CH3:16])[C:2]1[CH:7]=[CH:6][CH:5]=[CH:4][CH:3]=1.C(N(CC)CC)C.[C:24](OC(=O)C)(=[O:26])[CH3:25].